This data is from Full USPTO retrosynthesis dataset with 1.9M reactions from patents (1976-2016). The task is: Predict the reactants needed to synthesize the given product. (1) Given the product [N:27]1([S:33]([C:36]2[CH:37]=[C:38]([NH:42][C:12]([C:11]3[CH:10]=[N:9][N:8]4[C:3]([C:2]([F:1])([F:26])[F:25])=[CH:4][C:5]([C:15]5[CH:16]=[CH:17][C:18]([C:21]([F:23])([F:24])[F:22])=[CH:19][CH:20]=5)=[N:6][C:7]=34)=[O:13])[CH:39]=[CH:40][CH:41]=2)(=[O:35])=[O:34])[CH2:28][CH2:29][O:30][CH2:31][CH2:32]1, predict the reactants needed to synthesize it. The reactants are: [F:1][C:2]([F:26])([F:25])[C:3]1[N:8]2[N:9]=[CH:10][C:11]([C:12](O)=[O:13])=[C:7]2[N:6]=[C:5]([C:15]2[CH:20]=[CH:19][C:18]([C:21]([F:24])([F:23])[F:22])=[CH:17][CH:16]=2)[CH:4]=1.[N:27]1([S:33]([C:36]2[CH:37]=[C:38]([NH2:42])[CH:39]=[CH:40][CH:41]=2)(=[O:35])=[O:34])[CH2:32][CH2:31][O:30][CH2:29][CH2:28]1. (2) Given the product [NH2:43][C@H:40]1[CH2:41][CH2:42][C@H:37]([NH:44][C:2]2[CH:3]=[C:4]([N:21]([CH2:28][C:29]3[CH:34]=[CH:33][C:32]([O:35][CH3:36])=[CH:31][CH:30]=3)[C:22]3[CH:27]=[CH:26][CH:25]=[CH:24][N:23]=3)[C:5]3[N:6]([C:8]([C:11]([NH:13][C:14]4[CH:19]=[CH:18][N:17]=[CH:16][C:15]=4[F:20])=[O:12])=[CH:9][N:10]=3)[N:7]=2)[CH2:38][CH2:39]1, predict the reactants needed to synthesize it. The reactants are: Cl[C:2]1[CH:3]=[C:4]([N:21]([CH2:28][C:29]2[CH:34]=[CH:33][C:32]([O:35][CH3:36])=[CH:31][CH:30]=2)[C:22]2[CH:27]=[CH:26][CH:25]=[CH:24][N:23]=2)[C:5]2[N:6]([C:8]([C:11]([NH:13][C:14]3[CH:19]=[CH:18][N:17]=[CH:16][C:15]=3[F:20])=[O:12])=[CH:9][N:10]=2)[N:7]=1.[C@H:37]1([NH2:44])[CH2:42][CH2:41][C@H:40]([NH2:43])[CH2:39][CH2:38]1. (3) Given the product [CH:33]1([CH2:32][O:24][C:5]2[CH:4]=[C:3]([O:2][CH3:1])[C:12]3[N:11]=[N:10][C:9]4=[C:13]([CH3:23])[N:14]=[C:15]([C:16]5[CH:21]=[CH:20][N:19]=[CH:18][C:17]=5[CH3:22])[N:8]4[C:7]=3[CH:6]=2)[CH2:35][CH2:34]1, predict the reactants needed to synthesize it. The reactants are: [CH3:1][O:2][C:3]1[C:12]2[N:11]=[N:10][C:9]3=[C:13]([CH3:23])[N:14]=[C:15]([C:16]4[CH:21]=[CH:20][N:19]=[CH:18][C:17]=4[CH3:22])[N:8]3[C:7]=2[CH:6]=[C:5]([OH:24])[CH:4]=1.C(=O)([O-])[O-].[Cs+].[Cs+].Br[CH2:32][CH:33]1[CH2:35][CH2:34]1. (4) Given the product [O:18]1[CH:19]=[CH:20][N:21]=[C:17]1[C:2]1[CH:7]=[CH:6][N:5]=[C:4]([C:8]([OH:10])=[O:9])[CH:3]=1, predict the reactants needed to synthesize it. The reactants are: Br[C:2]1[CH:7]=[CH:6][N:5]=[C:4]([C:8]([O:10]C)=[O:9])[CH:3]=1.C([Sn](CCCC)(CCCC)[C:17]1[O:18][CH:19]=[CH:20][N:21]=1)CCC.[OH-].[Na+]. (5) Given the product [CH2:36]([N:43]1[CH2:47][CH2:46][CH:45]([NH:48][C:19]([NH:12][C:9]2[CH:8]=[CH:7][CH:6]=[C:5]3[C:10]=2[CH:11]=[C:2]([CH3:1])[N:3]=[CH:4]3)=[O:25])[CH2:44]1)[C:37]1[CH:38]=[CH:39][CH:40]=[CH:41][CH:42]=1, predict the reactants needed to synthesize it. The reactants are: [CH3:1][C:2]1[N:3]=[CH:4][C:5]2[C:10]([CH:11]=1)=[C:9]([NH2:12])[CH:8]=[CH:7][CH:6]=2.N1C=CC=CC=1.[C:19]1([O:25]C(Cl)=O)C=CC=CC=1.C(N(CC)CC)C.[CH2:36]([N:43]1[CH2:47][CH2:46][C@@H:45]([NH2:48])[CH2:44]1)[C:37]1[CH:42]=[CH:41][CH:40]=[CH:39][CH:38]=1.